Dataset: CYP2C9 inhibition data for predicting drug metabolism from PubChem BioAssay. Task: Regression/Classification. Given a drug SMILES string, predict its absorption, distribution, metabolism, or excretion properties. Task type varies by dataset: regression for continuous measurements (e.g., permeability, clearance, half-life) or binary classification for categorical outcomes (e.g., BBB penetration, CYP inhibition). Dataset: cyp2c9_veith. (1) The molecule is CCCNC(=O)c1cc2c(C(F)(F)F)nn(C)c2s1. The result is 0 (non-inhibitor). (2) The result is 0 (non-inhibitor). The molecule is CCOC(=O)CSc1n[nH]c(NC(=O)c2ccccc2)n1. (3) The drug is Cc1c(N=Cc2ccc(Br)s2)cccc1[N+](=O)[O-]. The result is 0 (non-inhibitor).